From a dataset of Forward reaction prediction with 1.9M reactions from USPTO patents (1976-2016). Predict the product of the given reaction. (1) Given the reactants [CH3:1][O:2][C:3](=[O:28])[C:4]1[CH:9]=[CH:8][CH:7]=[C:6]([CH2:10][O:11][C:12]2[CH:17]=[CH:16][C:15]([C:18]3[CH:23]=[C:22]([F:24])[C:21]([F:25])=[CH:20][C:19]=3F)=[CH:14][CH:13]=2)[C:5]=1[Br:27].[Cl:29]C1C=C(F)C(F)=CC=1C1C=CC(O)=CC=1.COC(=O)C1C=CC=C(CBr)C=1Br, predict the reaction product. The product is: [CH3:1][O:2][C:3](=[O:28])[C:4]1[CH:9]=[CH:8][CH:7]=[C:6]([CH2:10][O:11][C:12]2[CH:17]=[CH:16][C:15]([C:18]3[CH:23]=[C:22]([F:24])[C:21]([F:25])=[CH:20][C:19]=3[Cl:29])=[CH:14][CH:13]=2)[C:5]=1[Br:27]. (2) Given the reactants [N:1]1[CH:6]=[CH:5][CH:4]=[CH:3][C:2]=1B(O)O.C1(C)C=CC=CC=1.[CH2:17]([O:21][C:22]([C:24]1[N:25]=[C:26](Br)[C:27]2[C:32]([C:33]=1[O:34][CH2:35][C:36]1[CH:41]=[CH:40][CH:39]=[CH:38][CH:37]=1)=[CH:31][CH:30]=[CH:29][CH:28]=2)=[O:23])[CH2:18][CH2:19][CH3:20].C([O-])([O-])=O.[Na+].[Na+], predict the reaction product. The product is: [CH2:17]([O:21][C:22]([C:24]1[N:25]=[C:26]([C:2]2[CH:3]=[CH:4][CH:5]=[CH:6][N:1]=2)[C:27]2[C:32]([C:33]=1[O:34][CH2:35][C:36]1[CH:41]=[CH:40][CH:39]=[CH:38][CH:37]=1)=[CH:31][CH:30]=[CH:29][CH:28]=2)=[O:23])[CH2:18][CH2:19][CH3:20]. (3) Given the reactants N[C@H:2]1[CH2:15][CH2:14][C@:13]2([O:16][CH3:17])[C@:4]34[CH2:20][CH2:19][N:18]([CH3:21])[C@@H:12]2[CH2:11][C:10]2[CH:9]=[CH:8][C:7]([OH:22])=[C:6]([O:23][C@@H:3]13)[C:5]4=2.[C:24]([O:28][C:29]([NH:31][C:32](=[N:35][C:36]([O:38][C:39]([CH3:42])([CH3:41])[CH3:40])=[O:37])SC)=[O:30])([CH3:27])([CH3:26])[CH3:25].C([N:45](C(C)C)C(C)C)C, predict the reaction product. The product is: [O:23]1[C@@H:3]2[C@@:4]34[CH2:20][CH2:19][N:18]([CH3:21])[C@@H:12]([C@:13]3([O:16][CH3:17])[CH2:14][CH2:15][C@@H:2]2[N:35]([C:36]([O:38][C:39]([CH3:42])([CH3:41])[CH3:40])=[O:37])[C:32]([NH:31][C:29]([O:28][C:24]([CH3:27])([CH3:26])[CH3:25])=[O:30])=[NH:45])[CH2:11][C:10]2=[C:5]4[C:6]1=[C:7]([OH:22])[CH:8]=[CH:9]2. (4) Given the reactants [C:1]([O:5][C:6]([N:8]1[CH2:13][CH2:12][CH:11]([N:14]([CH2:24][CH3:25])[C:15]2[S:19][CH:18]=[C:17]([C:20](O)=[O:21])[C:16]=2[CH3:23])[CH2:10][CH2:9]1)=[O:7])([CH3:4])([CH3:3])[CH3:2].[NH2:26][CH:27]1CCN(C(OC(C)(C)C)=O)CC1.C(Cl)CCl.[CH:44]1C=[CH:46][C:47]2[N:52](O)N=N[C:48]=2[CH:49]=1.CCO[C:57]([CH3:59])=[O:58], predict the reaction product. The product is: [CH3:44][C:49]1[CH:48]=[C:47]([CH3:46])[NH:52][C:57](=[O:58])[C:59]=1[CH2:27][NH:26][C:20]([C:17]1[C:16]([CH3:23])=[C:15]([N:14]([CH2:24][CH3:25])[CH:11]2[CH2:12][CH2:13][N:8]([C:6]([O:5][C:1]([CH3:2])([CH3:4])[CH3:3])=[O:7])[CH2:9][CH2:10]2)[S:19][CH:18]=1)=[O:21]. (5) The product is: [C:7]([O:6][C:4]([C:3]1[C:2](=[O:1])[CH:18]=[CH:19][N:12]([C:13]2[CH:17]=[N:16][NH:15][CH:14]=2)[N:11]=1)=[O:5])([CH3:10])([CH3:8])[CH3:9].[CH3:7][O:6][C:4]([C:3]1[C:2](=[O:1])[CH:18]=[CH:19][N:12]([C:13]2[CH:14]=[N:15][NH:16][CH:17]=2)[N:11]=1)=[O:5]. Given the reactants [O:1]=[C:2]([CH3:18])[CH:3]([N:11]=[N:12][C:13]1[CH:14]=[N:15][NH:16][CH:17]=1)[C:4]([O:6][C:7]([CH3:10])([CH3:9])[CH3:8])=[O:5].[CH3:19]N(C(OC)OC)C, predict the reaction product. (6) Given the reactants [CH3:1][N:2]([CH3:8])[C@@H:3]1[CH2:7][CH2:6][NH:5][CH2:4]1.F[C:10]1[C:15]([N+:16]([O-:18])=[O:17])=[CH:14][C:13]([NH:19][C:20]2[N:25]=[C:24]([C:26]3[C:34]4[C:29](=[CH:30][CH:31]=[CH:32][CH:33]=4)[N:28]([CH3:35])[CH:27]=3)[CH:23]=[CH:22][N:21]=2)=[C:12]([O:36][CH3:37])[CH:11]=1.ClC1C(C2C3C(=CC=CC=3)N(C)C=2)=NC(NC2C=C([N+]([O-])=O)C(F)=CC=2OC)=NC=1, predict the reaction product. The product is: [CH3:1][N:2]([CH3:8])[C@@H:3]1[CH2:7][CH2:6][N:5]([C:10]2[C:15]([N+:16]([O-:18])=[O:17])=[CH:14][C:13]([NH:19][C:20]3[N:25]=[C:24]([C:26]4[C:34]5[C:29](=[CH:30][CH:31]=[CH:32][CH:33]=5)[N:28]([CH3:35])[CH:27]=4)[CH:23]=[CH:22][N:21]=3)=[C:12]([O:36][CH3:37])[CH:11]=2)[CH2:4]1. (7) Given the reactants [OH-].[K+].[Cl:3][C:4]1[CH:5]=[CH:6][CH:7]=[C:8]2[C:12]=1[C:11](=[O:13])[N:10]([C@H:14]1[C:22]3[C:17](=[CH:18][CH:19]=[C:20]([C:23]([O:25]C)=[O:24])[CH:21]=3)[CH2:16][CH2:15]1)[CH2:9]2, predict the reaction product. The product is: [Cl:3][C:4]1[CH:5]=[CH:6][CH:7]=[C:8]2[C:12]=1[C:11](=[O:13])[N:10]([C@H:14]1[C:22]3[C:17](=[CH:18][CH:19]=[C:20]([C:23]([OH:25])=[O:24])[CH:21]=3)[CH2:16][CH2:15]1)[CH2:9]2. (8) Given the reactants [C:1]([C:5]1[CH:10]=[C:9]([C:11]([CH3:14])([CH3:13])[CH3:12])[CH:8]=[CH:7][C:6]=1[NH:15][C:16](=[O:20])/[CH:17]=N/O)([CH3:4])([CH3:3])[CH3:2].S(=O)(=O)(O)[OH:22], predict the reaction product. The product is: [C:11]([C:9]1[CH:8]=[C:7]2[C:6](=[C:5]([C:1]([CH3:4])([CH3:3])[CH3:2])[CH:10]=1)[NH:15][C:16](=[O:20])[C:17]2=[O:22])([CH3:14])([CH3:13])[CH3:12]. (9) Given the reactants [CH3:1][N:2]1[C:6]([C:7](=[O:24])[NH:8][C:9]2[CH:14]=[CH:13][N:12]3[N:15]=[C:16]([N:18]4[CH2:23][CH2:22][O:21][CH2:20][CH2:19]4)[N:17]=[C:11]3[CH:10]=2)=[C:5]([C:25]([OH:27])=O)[CH:4]=[N:3]1.Cl.FC1CNC1.C([N:36]([CH:40]([CH3:42])C)[CH:37]([CH3:39])C)C.CCCP1(OP(CCC)(=O)OP(CCC)(=O)O1)=O, predict the reaction product. The product is: [CH3:1][N:2]1[C:6]([C:7]([NH:8][C:9]2[CH:14]=[CH:13][N:12]3[N:15]=[C:16]([N:18]4[CH2:19][CH2:20][O:21][CH2:22][CH2:23]4)[N:17]=[C:11]3[CH:10]=2)=[O:24])=[C:5]([C:25]([N:36]2[CH2:37][CH2:39][CH2:42][CH2:40]2)=[O:27])[CH:4]=[N:3]1. (10) Given the reactants [Cl:1][C:2]1[CH:7]=[CH:6][CH:5]=[C:4]([C:8]([F:11])([F:10])[F:9])[N:3]=1.[Cl-].[Li+].Cl[Mg]N1C(C)(C)CCCC1(C)C.[C:26]([O:30][C:31](O[C:31]([O:30][C:26]([CH3:29])([CH3:28])[CH3:27])=[O:32])=[O:32])([CH3:29])([CH3:28])[CH3:27], predict the reaction product. The product is: [Cl:1][C:2]1[CH:7]=[C:6]([CH:5]=[C:4]([C:8]([F:9])([F:10])[F:11])[N:3]=1)[C:31]([O:30][C:26]([CH3:29])([CH3:28])[CH3:27])=[O:32].